Dataset: Reaction yield outcomes from USPTO patents with 853,638 reactions. Task: Predict the reaction yield, written as a fraction of the theoretical maximum amount of product (1.0 means a 100% yield; for example, 0.34 means a 34% yield). The yield is 0.770. The catalyst is O.CO. The reactants are [CH3:1][C:2]1[CH:3]=[C:4]([CH:20]=[C:21]([CH3:32])[C:22]=1[N:23]1[CH:27]=[C:26]([C:28]([F:31])([F:30])[F:29])[CH:25]=[N:24]1)[O:5][C@H:6]([C:10]1[CH:19]=[CH:18][C:13]([C:14]([O:16]C)=[O:15])=[CH:12][CH:11]=1)[CH2:7][CH2:8][CH3:9].[OH-].[Na+].Cl.[CH2:36]([OH:43])[C:37]([NH2:42])([CH2:40][OH:41])[CH2:38][OH:39]. The product is [NH2:42][C:37]([CH2:40][OH:41])([CH2:38][OH:39])[CH2:36][OH:43].[CH3:1][C:2]1[CH:3]=[C:4]([CH:20]=[C:21]([CH3:32])[C:22]=1[N:23]1[CH:27]=[C:26]([C:28]([F:29])([F:31])[F:30])[CH:25]=[N:24]1)[O:5][C@H:6]([C:10]1[CH:11]=[CH:12][C:13]([C:14]([OH:16])=[O:15])=[CH:18][CH:19]=1)[CH2:7][CH2:8][CH3:9].